This data is from Forward reaction prediction with 1.9M reactions from USPTO patents (1976-2016). The task is: Predict the product of the given reaction. Given the reactants C(OC([N:8]1[CH2:12][CH2:11][CH:10]([O:13][C:14]2[CH:15]=[N:16][CH:17]=[CH:18][CH:19]=2)[CH2:9]1)=O)(C)(C)C.C(O)(C(F)(F)F)=O, predict the reaction product. The product is: [NH:8]1[CH2:12][CH2:11][CH:10]([O:13][C:14]2[CH:15]=[N:16][CH:17]=[CH:18][CH:19]=2)[CH2:9]1.